This data is from Catalyst prediction with 721,799 reactions and 888 catalyst types from USPTO. The task is: Predict which catalyst facilitates the given reaction. Reactant: C([O:3][C:4]([CH:6]1[CH2:11][C:10]([F:13])([F:12])[CH2:9][N:8]([C:14](=[O:22])[C:15]2[CH:20]=[CH:19][C:18]([F:21])=[CH:17][CH:16]=2)[CH2:7]1)=[O:5])C.[OH-].[Na+]. Product: [F:13][C:10]1([F:12])[CH2:9][N:8]([C:14](=[O:22])[C:15]2[CH:16]=[CH:17][C:18]([F:21])=[CH:19][CH:20]=2)[CH2:7][CH:6]([C:4]([OH:5])=[O:3])[CH2:11]1. The catalyst class is: 38.